Dataset: Full USPTO retrosynthesis dataset with 1.9M reactions from patents (1976-2016). Task: Predict the reactants needed to synthesize the given product. (1) Given the product [CH2:8]1[C@@H:7]([C:6]2[CH:1]=[CH:2][C:3]([F:24])=[CH:4][CH:5]=2)[C@H:12]([CH2:13][O:14][C:15]2[CH:16]=[CH:17][C:18]3[O:23][CH2:22][O:21][C:19]=3[CH:20]=2)[CH2:11][NH:10][CH2:9]1, predict the reactants needed to synthesize it. The reactants are: [CH:1]1[C:6]([C@H:7]2[C@H:12]([CH2:13][O:14][C:15]3[CH:16]=[CH:17][C:18]4[O:23][CH2:22][O:21][C:19]=4[CH:20]=3)[CH2:11][NH:10][CH2:9][CH2:8]2)=[CH:5][CH:4]=[C:3]([F:24])[CH:2]=1.Cl.CC(C)=O.O=C1O[C@H]([C@H](CO)O)C(O)=C1O. (2) Given the product [CH2:1]([C:6]1[CH:7]=[CH:8][C:9]([CH2:12][CH2:13][N:14]2[C:18]([CH3:19])=[CH:17][CH:16]=[C:15]2[C:20]2[CH:21]=[CH:22][C:23]([O:26][C@H:27]([CH2:31][C:32]3[CH:33]=[CH:34][CH:35]=[CH:36][CH:37]=3)[C:28]([O-:30])=[O:29])=[CH:24][CH:25]=2)=[CH:10][CH:11]=1)[CH2:2][CH2:3][CH2:4][CH3:5].[Na+:39], predict the reactants needed to synthesize it. The reactants are: [CH2:1]([C:6]1[CH:11]=[CH:10][C:9]([CH2:12][CH2:13][N:14]2[C:18]([CH3:19])=[CH:17][CH:16]=[C:15]2[C:20]2[CH:25]=[CH:24][C:23]([O:26][C@H:27]([CH2:31][C:32]3[CH:37]=[CH:36][CH:35]=[CH:34][CH:33]=3)[C:28]([OH:30])=[O:29])=[CH:22][CH:21]=2)=[CH:8][CH:7]=1)[CH2:2][CH2:3][CH2:4][CH3:5].[OH-].[Na+:39].C(O)C. (3) The reactants are: [C:1]([O:5][C:6]([NH:8][C@@H:9]([C:13]1([CH3:19])[CH2:18][CH2:17][CH2:16][CH2:15][CH2:14]1)[C:10]([OH:12])=O)=[O:7])([CH3:4])([CH3:3])[CH3:2].CN(C(ON1N=NC2C=CC=NC1=2)=[N+](C)C)C.F[P-](F)(F)(F)(F)F.CCN(C(C)C)C(C)C.[N:53]1([S:58]([NH:61][C:62]([C@@:64]2([NH:69][C:70]([C@@H:72]3[CH2:83][C@:75]4([C:80]([CH3:82])([CH3:81])[C:76]54[CH2:79][CH2:78][CH2:77]5)[CH2:74][N:73]3[C:84](=[O:94])[C@@H:85]([NH2:93])[C:86]3(C)[CH2:91][CH2:90][O:89][CH2:88][CH2:87]3)=[O:71])[CH2:66][C@H:65]2[CH:67]=[CH2:68])=[O:63])(=[O:60])=[O:59])[CH2:57][CH2:56][CH2:55][CH2:54]1. Given the product [C:1]([O:5][C:6](=[O:7])[NH:8][C@H:9]([C:10](=[O:12])[NH:93][C@@H:85]([CH:86]1[CH2:91][CH2:90][O:89][CH2:88][CH2:87]1)[C:84]([N:73]1[C@H:72]([C:70](=[O:71])[NH:69][C@:64]2([C:62]([NH:61][S:58]([N:53]3[CH2:57][CH2:56][CH2:55][CH2:54]3)(=[O:59])=[O:60])=[O:63])[CH2:66][C@H:65]2[CH:67]=[CH2:68])[CH2:83][C@:75]2([C:80]([CH3:82])([CH3:81])[C:76]32[CH2:79][CH2:78][CH2:77]3)[CH2:74]1)=[O:94])[C:13]1([CH3:19])[CH2:18][CH2:17][CH2:16][CH2:15][CH2:14]1)([CH3:2])([CH3:3])[CH3:4], predict the reactants needed to synthesize it. (4) Given the product [C:1]([O:5][C:6]([N:8]([CH3:26])[C@H:9]([CH2:13][C:14]1[CH:19]=[CH:18][C:17]([C:20]([F:21])([F:22])[F:23])=[CH:16][CH:15]=1)[C:10]([OH:12])=[O:11])=[O:7])([CH3:4])([CH3:2])[CH3:3], predict the reactants needed to synthesize it. The reactants are: [C:1]([O:5][C:6]([NH:8][C@H:9]([CH2:13][C:14]1[CH:19]=[CH:18][C:17]([C:20]([F:23])([F:22])[F:21])=[CH:16][CH:15]=1)[C:10]([OH:12])=[O:11])=[O:7])([CH3:4])([CH3:3])[CH3:2].[H-].[Na+].[CH3:26]I.O. (5) Given the product [CH2:49]([O:48][C:46](=[O:47])[NH:15][CH2:16][C@H:17]1[CH2:22][CH2:21][C@H:20]([N:23]2[C:27]3=[C:28]4[S:34][CH:33]=[CH:32][C:29]4=[N:30][CH:31]=[C:26]3[N:25]=[C:24]2[C@H:35]([OH:37])[CH3:36])[CH2:19][CH2:18]1)[CH3:50], predict the reactants needed to synthesize it. The reactants are: FC(F)(F)C(O)=O.FC(F)(F)C(O)=O.[NH2:15][CH2:16][C@H:17]1[CH2:22][CH2:21][C@H:20]([N:23]2[C:27]3=[C:28]4[S:34][CH:33]=[CH:32][C:29]4=[N:30][CH:31]=[C:26]3[N:25]=[C:24]2[C@H:35]([OH:37])[CH3:36])[CH2:19][CH2:18]1.C(N(CC)CC)C.Cl[C:46]([O:48][CH2:49][CH3:50])=[O:47].